Dataset: Full USPTO retrosynthesis dataset with 1.9M reactions from patents (1976-2016). Task: Predict the reactants needed to synthesize the given product. Given the product [F:1][C:2]1[C:10]([OH:11])=[CH:9][C:5]([C:6]([O:8][CH3:20])=[O:7])=[C:4]([N+:12]([O-:14])=[O:13])[CH:3]=1, predict the reactants needed to synthesize it. The reactants are: [F:1][C:2]1[C:10]([OH:11])=[CH:9][C:5]([C:6]([OH:8])=[O:7])=[C:4]([N+:12]([O-:14])=[O:13])[CH:3]=1.S(=O)(=O)(O)O.[CH3:20]O.